Dataset: Forward reaction prediction with 1.9M reactions from USPTO patents (1976-2016). Task: Predict the product of the given reaction. (1) Given the reactants [H-].[Na+].[NH:3]1[CH:7]=[CH:6][CH:5]=[N:4]1.[NH2:8][C:9]1[N:10]=[C:11]([C:26]2[CH:31]=[CH:30][CH:29]=[CH:28][CH:27]=2)[C:12]([C:16]2[CH:17]=[CH:18][C:19](=[O:25])[N:20]([CH:22]([CH3:24])[CH3:23])[N:21]=2)=[N:13][C:14]=1Br.O, predict the reaction product. The product is: [NH2:8][C:9]1[N:10]=[C:11]([C:26]2[CH:27]=[CH:28][CH:29]=[CH:30][CH:31]=2)[C:12]([C:16]2[CH:17]=[CH:18][C:19](=[O:25])[N:20]([CH:22]([CH3:24])[CH3:23])[N:21]=2)=[N:13][C:14]=1[N:3]1[CH:7]=[CH:6][CH:5]=[N:4]1. (2) Given the reactants [NH2:1][C:2]1[CH:6]=[C:5]([C:7]2[CH:12]=[CH:11][C:10]([Cl:13])=[CH:9][CH:8]=2)[S:4][C:3]=1[C:14]([O:16]C)=O.[CH3:18]OC(OC)N(C)C.[CH2:26]([O:28][CH:29]([O:41][CH2:42][CH3:43])[CH2:30][O:31][C:32]1[CH:38]=[CH:37][C:35]([NH2:36])=[CH:34][C:33]=1[O:39][CH3:40])[CH3:27], predict the reaction product. The product is: [Cl:13][C:10]1[CH:9]=[CH:8][C:7]([C:5]2[S:4][C:3]3[C:14](=[O:16])[N:36]([C:35]4[CH:37]=[CH:38][C:32]([O:31][CH2:30][CH:29]([O:28][CH2:26][CH3:27])[O:41][CH2:42][CH3:43])=[C:33]([O:39][CH3:40])[CH:34]=4)[CH:18]=[N:1][C:2]=3[CH:6]=2)=[CH:12][CH:11]=1.